This data is from Forward reaction prediction with 1.9M reactions from USPTO patents (1976-2016). The task is: Predict the product of the given reaction. (1) Given the reactants [CH2:1]([C:3]1[O:7][N:6]=[C:5]([NH2:8])[CH:4]=1)[CH3:2].Br[C:10]1[C:11](=[O:18])[N:12]([CH3:17])[CH:13]=[C:14]([Br:16])[CH:15]=1.CC1(C)C2C(=C(P(C3C=CC=CC=3)C3C=CC=CC=3)C=CC=2)OC2C(P(C3C=CC=CC=3)C3C=CC=CC=3)=CC=CC1=2.C([O-])([O-])=O.[Cs+].[Cs+], predict the reaction product. The product is: [Br:16][C:14]1[CH:15]=[C:10]([NH:8][C:5]2[CH:4]=[C:3]([CH2:1][CH3:2])[O:7][N:6]=2)[C:11](=[O:18])[N:12]([CH3:17])[CH:13]=1. (2) Given the reactants C(OC([N:8]1[CH2:11][CH:10]([O:12][C:13]2[CH:18]=[CH:17][C:16]([NH:19][C:20]([C:22]3[S:26][C:25]([C:27]4[CH:32]=[CH:31][C:30]([Cl:33])=[CH:29][CH:28]=4)=[N:24][C:23]=3[CH2:34][CH:35](OC)OC)=[O:21])=[CH:15][C:14]=2[O:40][CH3:41])[CH2:9]1)=O)(C)(C)C.O.C1(C)C=CC(S(O)(=O)=O)=CC=1.[OH-].[Na+], predict the reaction product. The product is: [NH:8]1[CH2:11][CH:10]([O:12][C:13]2[CH:18]=[CH:17][C:16]([N:19]3[CH:35]=[CH:34][C:23]4[N:24]=[C:25]([C:27]5[CH:32]=[CH:31][C:30]([Cl:33])=[CH:29][CH:28]=5)[S:26][C:22]=4[C:20]3=[O:21])=[CH:15][C:14]=2[O:40][CH3:41])[CH2:9]1. (3) Given the reactants [F:1][C:2]1[CH:3]=[C:4]([CH:6]=[C:7]([I:9])[CH:8]=1)N.Cl.[N:11]([O-])=O.[Na+].[S:15](=[O:17])=[O:16], predict the reaction product. The product is: [F:1][C:2]1[CH:3]=[C:4]([S:15]([NH2:11])(=[O:17])=[O:16])[CH:6]=[C:7]([I:9])[CH:8]=1. (4) Given the reactants [Cl:1][C:2]1[CH:3]=[C:4]([CH:23]=[CH:24][C:25]=1[Cl:26])[C:5]([NH:7][C:8]1[CH:9]=[N:10][C:11]([O:14][C:15]2[CH:20]=[CH:19][C:18]([CH2:21]Cl)=[CH:17][CH:16]=2)=[CH:12][CH:13]=1)=[O:6].C(N(CC)CC)C.[NH:34]1[CH2:39][CH2:38][S:37][CH2:36][CH2:35]1.Cl, predict the reaction product. The product is: [ClH:1].[Cl:1][C:2]1[CH:3]=[C:4]([CH:23]=[CH:24][C:25]=1[Cl:26])[C:5]([NH:7][C:8]1[CH:9]=[N:10][C:11]([O:14][C:15]2[CH:20]=[CH:19][C:18]([CH2:21][N:34]3[CH2:39][CH2:38][S:37][CH2:36][CH2:35]3)=[CH:17][CH:16]=2)=[CH:12][CH:13]=1)=[O:6]. (5) Given the reactants [C:1](Cl)(=[O:5])[C:2]([CH3:4])=[CH2:3].ON1C(=O)CCC1=O.[NH2:15][CH2:16][CH2:17][CH2:18][CH2:19][CH2:20][CH2:21][OH:22], predict the reaction product. The product is: [OH:22][CH2:21][CH2:20][CH2:19][CH2:18][CH2:17][CH2:16][NH:15][C:1](=[O:5])[C:2]([CH3:4])=[CH2:3]. (6) Given the reactants [ClH:1].N[NH:3][C:4]([NH:6][NH2:7])=[NH:5].[F:8][C:9]([F:14])([F:13])[C:10]([O-:12])=[O:11].[Na+:15].C(#[N:18])C, predict the reaction product. The product is: [F:8][C:9]([F:14])([F:13])[C:10]([O-:12])=[O:11].[NH2:18][N+:6]([NH2:7])=[C:4]([NH2:5])[NH2:3].[Cl-:1].[Na+:15]. (7) Given the reactants CN([CH:4]=[C:5]1[C:10](=O)[CH2:9][CH2:8][N:7]([C:12]2[CH:17]=[C:16]([N+:18]([O-:20])=[O:19])[CH:15]=[CH:14][C:13]=2[CH3:21])[CH2:6]1)C.[CH3:22][N:23]1[CH2:28][CH2:27][N:26]([C:29]2[CH:34]=[CH:33][C:32]([NH:35][C:36]([NH2:38])=[NH:37])=[CH:31][CH:30]=2)[CH2:25][CH2:24]1.C([O-])(=O)C.[Na+], predict the reaction product. The product is: [CH3:21][C:13]1[CH:14]=[CH:15][C:16]([N+:18]([O-:20])=[O:19])=[CH:17][C:12]=1[N:7]1[CH2:8][CH2:9][C:10]2[N:37]=[C:36]([NH:35][C:32]3[CH:31]=[CH:30][C:29]([N:26]4[CH2:27][CH2:28][N:23]([CH3:22])[CH2:24][CH2:25]4)=[CH:34][CH:33]=3)[N:38]=[CH:4][C:5]=2[CH2:6]1.